Dataset: Forward reaction prediction with 1.9M reactions from USPTO patents (1976-2016). Task: Predict the product of the given reaction. (1) Given the reactants [C:1]([CH:5]1[CH2:14][CH2:13][C:12]2[N:11]=[C:10]([SH:15])[C:9](C#N)=[CH:8][C:7]=2[CH2:6]1)([CH3:4])([CH3:3])[CH3:2].[C:18]([O-:21])([O-])=[O:19].[K+].[K+].IC.[CH2:26](P(CCCC)CCCC)CCC, predict the reaction product. The product is: [CH3:26][O:21][C:18]([C:9]1[C:10]([SH:15])=[N:11][C:12]2[CH2:13][CH2:14][CH:5]([C:1]([CH3:4])([CH3:3])[CH3:2])[CH2:6][C:7]=2[CH:8]=1)=[O:19]. (2) Given the reactants [NH2:1][CH2:2][CH2:3][N:4]1[CH2:8][CH2:7][CH2:6][CH2:5]1.Cl.CN(C)CCCN=C=NCC.O.OC1C2N=NNC=2C=CC=1.Cl.[Cl:33][C:34]1[CH:39]=[CH:38][C:37]([CH:40]([C:57]2[CH:62]=[CH:61][C:60]([Cl:63])=[CH:59][CH:58]=2)[N:41]2[CH2:44][CH:43]([CH:45]([C:49]3[CH:54]=[C:53]([F:55])[CH:52]=[C:51]([F:56])[CH:50]=3)[C:46](O)=[O:47])[CH2:42]2)=[CH:36][CH:35]=1, predict the reaction product. The product is: [Cl:63][C:60]1[CH:61]=[CH:62][C:57]([CH:40]([C:37]2[CH:36]=[CH:35][C:34]([Cl:33])=[CH:39][CH:38]=2)[N:41]2[CH2:44][CH:43]([CH:45]([C:49]3[CH:54]=[C:53]([F:55])[CH:52]=[C:51]([F:56])[CH:50]=3)[C:46]([NH:1][CH2:2][CH2:3][N:4]3[CH2:8][CH2:7][CH2:6][CH2:5]3)=[O:47])[CH2:42]2)=[CH:58][CH:59]=1.